From a dataset of Forward reaction prediction with 1.9M reactions from USPTO patents (1976-2016). Predict the product of the given reaction. (1) Given the reactants O=P12OP3(OP(OP(O3)(O1)=O)(=O)O2)=O.CS(O)(=O)=O.C(O[C:23]([C:25]1[C:33]2[C:28](=[CH:29][C:30]([C:34]#[N:35])=[CH:31][CH:32]=2)[NH:27][C:26]=1[C:36]([C:39]1[CH:44]=[CH:43][C:42]([O:45][CH3:46])=[C:41]([Br:47])[CH:40]=1)([CH3:38])[CH3:37])=[O:24])C.O, predict the reaction product. The product is: [Br:47][C:41]1[C:42]([O:45][CH3:46])=[CH:43][C:44]2[C:23](=[O:24])[C:25]3[C:33]4[C:28](=[CH:29][C:30]([C:34]#[N:35])=[CH:31][CH:32]=4)[NH:27][C:26]=3[C:36]([CH3:38])([CH3:37])[C:39]=2[CH:40]=1. (2) Given the reactants [N:1]1([C:7]2[CH:8]=[CH:9][C:10]3[N:11]([C:13]([C:16]([F:19])([F:18])[F:17])=[N:14][N:15]=3)[CH:12]=2)[CH2:6][CH2:5][NH:4][CH2:3][CH2:2]1.[CH:20]([C:22]1[CH:29]=[CH:28][C:25]([C:26]#[N:27])=[CH:24][CH:23]=1)=O, predict the reaction product. The product is: [F:19][C:16]([F:18])([F:17])[C:13]1[N:11]2[CH:12]=[C:7]([N:1]3[CH2:2][CH2:3][N:4]([CH2:20][C:22]4[CH:29]=[CH:28][C:25]([C:26]#[N:27])=[CH:24][CH:23]=4)[CH2:5][CH2:6]3)[CH:8]=[CH:9][C:10]2=[N:15][N:14]=1. (3) Given the reactants [C:1]1([C:12]2[CH:17]=[CH:16][CH:15]=[CH:14][CH:13]=2)[CH:6]=[CH:5][C:4]([S:7][CH2:8][C:9](=[O:11])[CH3:10])=[CH:3][CH:2]=1.C(=O)(O)[O-:19].[Na+].OOS([O-])=O.[K+].[OH2:29], predict the reaction product. The product is: [C:1]1([C:12]2[CH:13]=[CH:14][CH:15]=[CH:16][CH:17]=2)[CH:6]=[CH:5][C:4]([S:7]([CH2:8][C:9](=[O:11])[CH3:10])(=[O:19])=[O:29])=[CH:3][CH:2]=1. (4) Given the reactants [NH2:1][C:2]1[CH:11]=[CH:10][C:5]([C:6]([O:8][CH3:9])=[O:7])=[CH:4][C:3]=1[O:12][CH3:13].[C:14]([S-:16])#[N:15].[K+], predict the reaction product. The product is: [NH2:15][C:14]1[S:16][C:11]2[CH:10]=[C:5]([C:6]([O:8][CH3:9])=[O:7])[CH:4]=[C:3]([O:12][CH3:13])[C:2]=2[N:1]=1. (5) Given the reactants [O:1]1[CH2:6][CH2:5][CH2:4][CH2:3][CH:2]1[N:7]1[CH:11]=[CH:10][CH:9]=[N:8]1.C([Li])CCC.[CH:17]12[O:23][CH:18]1[CH2:19][CH2:20][CH2:21][CH2:22]2, predict the reaction product. The product is: [O:1]1[CH2:6][CH2:5][CH2:4][CH2:3][CH:2]1[N:7]1[C:11]([C@H:17]2[CH2:22][CH2:21][CH2:20][CH2:19][C@@H:18]2[OH:23])=[CH:10][CH:9]=[N:8]1. (6) Given the reactants [NH2:1][C:2]1[N:3]([CH2:45][CH2:46][OH:47])[N+:4]([CH2:14][C:15]2[CH2:16][S:17][C@@H:18]3[C@H:25]([NH:26][C:27](=[O:43])/[C:28](/[C:37]4[N:41]=[C:40]([NH2:42])[S:39][N:38]=4)=[N:29]\[O:30][C:31]([C:34]([OH:36])=[O:35])([CH3:33])[CH3:32])[C:24](=[O:44])[N:19]3[C:20]=2[C:21]([O-:23])=[O:22])=[CH:5][C:6]=1[N:7]([CH2:10][CH2:11][CH2:12][NH2:13])C=O.Cl.C(=O)([O-])O.[Na+], predict the reaction product. The product is: [NH2:1][C:2]1[N:3]([CH2:45][CH2:46][OH:47])[N+:4]([CH2:14][C:15]2[CH2:16][S:17][C@@H:18]3[C@H:25]([NH:26][C:27](=[O:43])/[C:28](/[C:37]4[N:41]=[C:40]([NH2:42])[S:39][N:38]=4)=[N:29]\[O:30][C:31]([C:34]([OH:36])=[O:35])([CH3:33])[CH3:32])[C:24](=[O:44])[N:19]3[C:20]=2[C:21]([O-:23])=[O:22])=[CH:5][C:6]=1[NH:7][CH2:10][CH2:11][CH2:12][NH2:13].